Task: Binary Classification. Given a T-cell receptor sequence (or CDR3 region) and an epitope sequence, predict whether binding occurs between them.. Dataset: TCR-epitope binding with 47,182 pairs between 192 epitopes and 23,139 TCRs (1) The epitope is KLPDDFTGCV. The TCR CDR3 sequence is CATSEPGLAKGAHEQYF. Result: 0 (the TCR does not bind to the epitope). (2) The epitope is KLSYGIATV. The TCR CDR3 sequence is CATSETVITGGGYNEQFF. Result: 1 (the TCR binds to the epitope). (3) The epitope is CINGVCWTV. The TCR CDR3 sequence is CASSDLGQGRMNTEAFF. Result: 1 (the TCR binds to the epitope). (4) The epitope is EEHVQIHTI. The TCR CDR3 sequence is CASSYERDTQYF. Result: 0 (the TCR does not bind to the epitope). (5) The epitope is FLPRVFSAV. The TCR CDR3 sequence is CATSEAEAFF. Result: 1 (the TCR binds to the epitope). (6) The epitope is YVLDHLIVV. The TCR CDR3 sequence is CASTSGFGSGETQYF. Result: 1 (the TCR binds to the epitope). (7) The epitope is SFHSLHLLF. The TCR CDR3 sequence is CASIPDRNTEAFF. Result: 1 (the TCR binds to the epitope).